Predict which catalyst facilitates the given reaction. From a dataset of Catalyst prediction with 721,799 reactions and 888 catalyst types from USPTO. (1) Reactant: [CH3:1][O:2][C:3]1[C:4](=[O:36])[C:5]([CH3:35])=[C:6]([CH2:12][C:13]2[CH:14]=[CH:15][C:16]([O:31]C(=O)C)=[C:17]([CH:30]=2)[C:18]([NH:20][C:21]2[CH:26]=[CH:25][CH:24]=[C:23]([N+:27]([O-:29])=[O:28])[CH:22]=2)=[O:19])[C:7](=[O:11])[C:8]=1[O:9][CH3:10].C(=O)([O-])O.[Na+]. Product: [CH3:1][O:2][C:3]1[C:4](=[O:36])[C:5]([CH3:35])=[C:6]([CH2:12][C:13]2[CH:14]=[CH:15][C:16]([OH:31])=[C:17]([CH:30]=2)[C:18]([NH:20][C:21]2[CH:26]=[CH:25][CH:24]=[C:23]([N+:27]([O-:29])=[O:28])[CH:22]=2)=[O:19])[C:7](=[O:11])[C:8]=1[O:9][CH3:10]. The catalyst class is: 24. (2) Reactant: [F:1][C:2]1[CH:3]=[CH:4][C:5]([S:21][CH2:22][C:23]2[CH:28]=[CH:27][CH:26]=[C:25]([N+:29]([O-])=O)[CH:24]=2)=[C:6]([NH:8][S:9]([C:12]2[O:13][C:14]3[CH:20]=[CH:19][CH:18]=[CH:17][C:15]=3[CH:16]=2)(=[O:11])=[O:10])[CH:7]=1.[NH4+].[Cl-]. Product: [NH2:29][C:25]1[CH:24]=[C:23]([CH:28]=[CH:27][CH:26]=1)[CH2:22][S:21][C:5]1[CH:4]=[CH:3][C:2]([F:1])=[CH:7][C:6]=1[NH:8][S:9]([C:12]1[O:13][C:14]2[CH:20]=[CH:19][CH:18]=[CH:17][C:15]=2[CH:16]=1)(=[O:11])=[O:10]. The catalyst class is: 284.